This data is from Forward reaction prediction with 1.9M reactions from USPTO patents (1976-2016). The task is: Predict the product of the given reaction. (1) Given the reactants Cl[C:2]1[N:7]=[C:6]([C:8]2[CH:13]=[CH:12][C:11]([OH:14])=[CH:10][CH:9]=2)[CH:5]=[N:4][CH:3]=1.[NH2:15][C:16]1[CH:17]=[C:18]([CH:22]=[CH:23][C:24]=1[O:25][CH3:26])[C:19]([OH:21])=[O:20].CC1(C)C2C(=C(P(C3C=CC=CC=3)C3C=CC=CC=3)C=CC=2)OC2C(P(C3C=CC=CC=3)C3C=CC=CC=3)=CC=CC1=2, predict the reaction product. The product is: [OH:14][C:11]1[CH:12]=[CH:13][C:8]([C:6]2[N:7]=[C:2]([NH:15][C:16]3[CH:17]=[C:18]([CH:22]=[CH:23][C:24]=3[O:25][CH3:26])[C:19]([OH:21])=[O:20])[CH:3]=[N:4][CH:5]=2)=[CH:9][CH:10]=1. (2) Given the reactants [Cl:1][C:2]1[CH:3]=[CH:4][C:5]([O:15][CH2:16][C:17]2[CH:22]=[CH:21][CH:20]=[C:19]([F:23])[C:18]=2[F:24])=[C:6]([C:8](=O)[CH2:9][CH2:10][C:11](=O)[CH3:12])[CH:7]=1.[NH2:25][C:26]1[CH:27]=[C:28]([C:36]([OH:38])=[O:37])[C:29]2[C:34]([CH:35]=1)=[CH:33][CH:32]=[CH:31][CH:30]=2.CC1C=CC(S(O)(=O)=O)=CC=1, predict the reaction product. The product is: [Cl:1][C:2]1[CH:3]=[CH:4][C:5]([O:15][CH2:16][C:17]2[CH:22]=[CH:21][CH:20]=[C:19]([F:23])[C:18]=2[F:24])=[C:6]([C:8]2[N:25]([C:26]3[CH:27]=[C:28]([C:36]([OH:38])=[O:37])[C:29]4[C:34]([CH:35]=3)=[CH:33][CH:32]=[CH:31][CH:30]=4)[C:11]([CH3:12])=[CH:10][CH:9]=2)[CH:7]=1. (3) Given the reactants [CH3:1][O:2][C:3](=[O:13])[CH:4]=[CH:5][C:6]1[CH:11]=[CH:10][C:9]([OH:12])=[CH:8][CH:7]=1.NC1C=C(C=C(N)C=1)C(OCCCCCCOC(=O)/C=C/C1C=CC(OC(=O)C2C=CC(OCCOC)=CC=2)=CC=1)=O.[Br:56][CH:57](O)[CH2:58][CH3:59].C1(P(C2C=CC=CC=2)C2C=CC=CC=2)C=CC=CC=1.CC(OC(/N=N/C(OC(C)C)=O)=O)C, predict the reaction product. The product is: [Br:56][CH2:57][CH2:58][CH2:59][O:12][C:9]1[CH:10]=[CH:11][C:6](/[CH:5]=[CH:4]/[C:3]([O:2][CH3:1])=[O:13])=[CH:7][CH:8]=1. (4) Given the reactants [Li+].CC([N-]C(C)C)C.[C:9]1(=[O:16])[CH2:15][CH2:14][CH2:13][CH2:12][CH2:11][CH2:10]1.[F:17][C:18]([F:37])([F:36])[S:19](N(C1C=CC=CC=1)[S:19]([C:18]([F:37])([F:36])[F:17])(=[O:21])=[O:20])(=[O:21])=[O:20], predict the reaction product. The product is: [F:17][C:18]([F:37])([F:36])[S:19]([O:16][C:9]1[CH2:15][CH2:14][CH2:13][CH2:12][CH2:11][CH:10]=1)(=[O:21])=[O:20]. (5) Given the reactants [F:1][C:2]1[CH:31]=[C:30]([N+:32]([O-])=O)[CH:29]=[CH:28][C:3]=1[O:4][C:5]1[CH:10]=[CH:9][N:8]=[C:7]2[CH:11]=[C:12]([C:14]3[CH:19]=[CH:18][C:17]([CH2:20][N:21]4[CH2:26][CH2:25][N:24]([CH3:27])[CH2:23][CH2:22]4)=[CH:16][N:15]=3)[S:13][C:6]=12.[NH4+].[Cl-], predict the reaction product. The product is: [F:1][C:2]1[CH:31]=[C:30]([CH:29]=[CH:28][C:3]=1[O:4][C:5]1[CH:10]=[CH:9][N:8]=[C:7]2[CH:11]=[C:12]([C:14]3[CH:19]=[CH:18][C:17]([CH2:20][N:21]4[CH2:22][CH2:23][N:24]([CH3:27])[CH2:25][CH2:26]4)=[CH:16][N:15]=3)[S:13][C:6]=12)[NH2:32]. (6) Given the reactants [CH2:1]([O:8][C:9]1[CH:14]=[CH:13][N:12]=[C:11](/[N:15]=[CH:16]\[N:17](C)C)[CH:10]=1)[C:2]1[CH:7]=[CH:6][CH:5]=[CH:4][CH:3]=1.Cl.ON.CC([OH:26])C, predict the reaction product. The product is: [CH2:1]([O:8][C:9]1[CH:14]=[CH:13][N:12]=[C:11](/[N:15]=[CH:16]\[NH:17][OH:26])[CH:10]=1)[C:2]1[CH:7]=[CH:6][CH:5]=[CH:4][CH:3]=1. (7) Given the reactants [NH2:1][CH2:2][C:3]1[C:12](=[O:13])[C:11]2[C:6](=[CH:7][C:8]([Cl:14])=[CH:9][CH:10]=2)[N:5]([C:15]2[CH:20]=[CH:19][CH:18]=[CH:17][CH:16]=2)[C:4]=1[C:21]([N:23]([CH3:25])[CH3:24])=[O:22].[Cl:26][C:27]1[CH:35]=[CH:34][C:30]([C:31](Cl)=[O:32])=[CH:29][N:28]=1.C(N(CC)CC)C, predict the reaction product. The product is: [CH3:24][N:23]([CH3:25])[C:21]([C:4]1[N:5]([C:15]2[CH:20]=[CH:19][CH:18]=[CH:17][CH:16]=2)[C:6]2[C:11]([C:12](=[O:13])[C:3]=1[CH2:2][NH:1][C:31]([C:30]1[CH:29]=[N:28][C:27]([Cl:26])=[CH:35][CH:34]=1)=[O:32])=[CH:10][CH:9]=[C:8]([Cl:14])[CH:7]=2)=[O:22]. (8) Given the reactants Br[C:2]1[CH:7]=[CH:6][C:5]([N:8]2[CH2:12][CH2:11][C@@H:10]3[CH2:13][N:14]([CH3:16])[CH2:15][C@H:9]23)=[CH:4][CH:3]=1.[CH3:17][N:18]1[CH:22]=[C:21](B2OC(C)(C)C(C)(C)O2)[CH:20]=[N:19]1.C([C:34]1[CH:39]=[CH:38][C:37](B(O)O)=[CH:36][CH:35]=1)#N, predict the reaction product. The product is: [CH3:16][N:14]1[CH2:13][C@@H:10]2[C@@H:9]([N:8]([C:5]3[CH:6]=[CH:7][C:2]([C:34]4[CH:39]=[CH:38][C:37]([C:21]5[CH:20]=[N:19][N:18]([CH3:17])[CH:22]=5)=[CH:36][CH:35]=4)=[CH:3][CH:4]=3)[CH2:12][CH2:11]2)[CH2:15]1.